This data is from Full USPTO retrosynthesis dataset with 1.9M reactions from patents (1976-2016). The task is: Predict the reactants needed to synthesize the given product. (1) Given the product [O:22]1[CH2:23][CH2:24][O:25][CH:21]1[C:14]1[CH:15]=[CH:16][C:17]([O:19][CH3:20])=[C:18]2[C:13]=1[CH2:12][CH2:11][C:10](=[O:26])[N:9]2[CH2:8][C:5]1[CH:6]=[N:7][C:2]([N:76]([CH3:75])[C:77]2[CH:82]=[CH:81][CH:80]=[CH:79][CH:78]=2)=[CH:3][CH:4]=1, predict the reactants needed to synthesize it. The reactants are: Cl[C:2]1[N:7]=[CH:6][C:5]([CH2:8][N:9]2[C:18]3[C:13](=[C:14]([CH:21]4[O:25][CH2:24][CH2:23][O:22]4)[CH:15]=[CH:16][C:17]=3[O:19][CH3:20])[CH2:12][CH2:11][C:10]2=[O:26])=[CH:4][CH:3]=1.C1(P(C2C=CC=CC=2)C2C3OC4C(=CC=CC=4P(C4C=CC=CC=4)C4C=CC=CC=4)C(C)(C)C=3C=CC=2)C=CC=CC=1.CC(C)([O-])C.[Na+].[CH3:75][NH:76][C:77]1[CH:82]=[CH:81][CH:80]=[CH:79][CH:78]=1. (2) Given the product [F:1][C:2]([F:11])([F:12])[O:3][C:4]1[CH:5]=[C:6]([CH:7]=[CH:8][CH:9]=1)[O:10][CH2:14][CH2:15][CH2:16][OH:17], predict the reactants needed to synthesize it. The reactants are: [F:1][C:2]([F:12])([F:11])[O:3][C:4]1[CH:5]=[C:6]([OH:10])[CH:7]=[CH:8][CH:9]=1.Br[CH2:14][CH2:15][CH2:16][OH:17].C(=O)([O-])[O-].[K+].[K+]. (3) Given the product [NH2:11][C:3]1[CH:4]=[C:5]([CH:9]=[CH:10][C:2]=1[F:1])[C:6]([OH:8])=[O:7], predict the reactants needed to synthesize it. The reactants are: [F:1][C:2]1[CH:10]=[CH:9][C:5]([C:6]([OH:8])=[O:7])=[CH:4][C:3]=1[N+:11]([O-])=O.[H][H]. (4) The reactants are: [Cl:1][C:2]1[C:11]2[C:6](=[CH:7][CH:8]=[C:9]([CH:12]=[O:13])[CH:10]=2)[N:5]=[C:4]([N:14]2[CH2:20][C:19]3[CH:21]=[CH:22][CH:23]=[CH:24][C:18]=3[S:17](=[O:26])(=[O:25])[CH2:16][CH2:15]2)[CH:3]=1.[CH3:27][Mg]Br. Given the product [Cl:1][C:2]1[C:11]2[C:6](=[CH:7][CH:8]=[C:9]([CH:12]([OH:13])[CH3:27])[CH:10]=2)[N:5]=[C:4]([N:14]2[CH2:20][C:19]3[CH:21]=[CH:22][CH:23]=[CH:24][C:18]=3[S:17](=[O:26])(=[O:25])[CH2:16][CH2:15]2)[CH:3]=1, predict the reactants needed to synthesize it.